This data is from M1 muscarinic receptor agonist screen with 61,833 compounds. The task is: Binary Classification. Given a drug SMILES string, predict its activity (active/inactive) in a high-throughput screening assay against a specified biological target. (1) The drug is O1CCOC=C1C(OCc1oc(nn1)c1ccccc1)=O. The result is 0 (inactive). (2) The compound is o1nc(c(C(=O)NC(C)C)c1C)c1ccccc1. The result is 0 (inactive). (3) The compound is S(=O)(=O)(N(CC(=O)N1CCc2c1cccc2)C)c1cc2sc(nc2cc1)C. The result is 0 (inactive).